This data is from Reaction yield outcomes from USPTO patents with 853,638 reactions. The task is: Predict the reaction yield, written as a fraction of the theoretical maximum amount of product (1.0 means a 100% yield; for example, 0.34 means a 34% yield). The reactants are [N+:1]([CH2:4][C:5]1[CH:10]=[CH:9][CH:8]=[CH:7][CH:6]=1)([O-:3])=[O:2].C[O:12][CH:13](OC)[CH2:14][CH2:15][CH2:16][CH:17]=O. The catalyst is CCOC(C)=O.CCCCCC. The product is [N+:1]([C:4]([C:5]1[CH:10]=[CH:9][CH:8]=[CH:7][CH:6]=1)=[CH:17][CH2:16][CH2:15][CH2:14][CH:13]=[O:12])([O-:3])=[O:2]. The yield is 0.410.